This data is from Full USPTO retrosynthesis dataset with 1.9M reactions from patents (1976-2016). The task is: Predict the reactants needed to synthesize the given product. (1) Given the product [ClH:37].[ClH:37].[C:1]1([S:7]([C:10]2[C:18]3[C:13](=[N:14][CH:15]=[CH:16][CH:17]=3)[N:12]([CH2:19][CH2:20][NH2:21])[CH:11]=2)(=[O:9])=[O:8])[CH:2]=[CH:3][CH:4]=[CH:5][CH:6]=1, predict the reactants needed to synthesize it. The reactants are: [C:1]1([S:7]([C:10]2[C:18]3[C:13](=[N:14][CH:15]=[CH:16][CH:17]=3)[N:12]([CH2:19][CH2:20][N:21]3C(=O)C4C(=CC=CC=4)C3=O)[CH:11]=2)(=[O:9])=[O:8])[CH:6]=[CH:5][CH:4]=[CH:3][CH:2]=1.NN.CO.C(Cl)[Cl:37]. (2) Given the product [Cl:1][C:2]1[C:3]([CH2:16][O:17][C:18]2[CH:27]=[CH:26][C:25]3[CH2:24][CH2:23][C:22]([CH3:29])([CH3:28])[CH2:21][C:20]=3[CH:19]=2)=[CH:4][C:5]([F:15])=[C:6]([CH:14]=1)[C:7]([OH:9])=[O:8], predict the reactants needed to synthesize it. The reactants are: [Cl:1][C:2]1[C:3]([CH2:16][O:17][C:18]2[CH:27]=[CH:26][C:25]3[CH2:24][CH2:23][C:22]([CH3:29])([CH3:28])[CH2:21][C:20]=3[CH:19]=2)=[CH:4][C:5]([F:15])=[C:6]([CH:14]=1)[C:7]([O:9]C(C)(C)C)=[O:8].FC(F)(F)C(O)=O. (3) Given the product [Cl:24][C:25]1[CH:30]=[CH:29][CH:28]=[C:27]([Cl:31])[C:26]=1[C:32]1[C:36]([C:37]([NH:1][CH2:2][CH2:3][CH2:4][CH2:5][N:6]2[CH2:7][CH2:8][CH:9]([C:12]3[CH:17]=[CH:16][CH:15]=[C:14]([NH:18][C:19](=[O:23])[CH:20]([CH3:21])[CH3:22])[CH:13]=3)[CH2:10][CH2:11]2)=[O:38])=[C:35]([CH3:40])[O:34][N:33]=1, predict the reactants needed to synthesize it. The reactants are: [NH2:1][CH2:2][CH2:3][CH2:4][CH2:5][N:6]1[CH2:11][CH2:10][CH:9]([C:12]2[CH:13]=[C:14]([NH:18][C:19](=[O:23])[CH:20]([CH3:22])[CH3:21])[CH:15]=[CH:16][CH:17]=2)[CH2:8][CH2:7]1.[Cl:24][C:25]1[CH:30]=[CH:29][CH:28]=[C:27]([Cl:31])[C:26]=1[C:32]1[C:36]([C:37](Cl)=[O:38])=[C:35]([CH3:40])[O:34][N:33]=1. (4) Given the product [CH3:26][O:25][C:22]1[CH:23]=[CH:24][C:17]2[NH:16][C:15](=[O:27])[N:14]([CH:11]3[CH2:12][CH2:13][N:8]([C:5]4[N:6]=[N:7][C:2]([O:55][CH3:53])=[C:3]([C:28]([C:30]5[CH:39]=[C:38]([CH3:40])[C:33]6[NH:34][C:35](=[O:37])[O:36][C:32]=6[CH:31]=5)=[O:29])[CH:4]=4)[CH2:9][CH2:10]3)[CH2:20][CH2:19][C:18]=2[CH:21]=1, predict the reactants needed to synthesize it. The reactants are: Cl[C:2]1[N:7]=[N:6][C:5]([N:8]2[CH2:13][CH2:12][CH:11]([N:14]3[CH2:20][CH2:19][C:18]4[CH:21]=[C:22]([O:25][CH3:26])[CH:23]=[CH:24][C:17]=4[NH:16][C:15]3=[O:27])[CH2:10][CH2:9]2)=[CH:4][C:3]=1[C:28]([C:30]1[CH:39]=[C:38]([CH3:40])[C:33]2[NH:34][C:35](=[O:37])[O:36][C:32]=2[CH:31]=1)=[O:29].CCN(C(C)C)C(C)C.CO.C[C:53](C)([O-:55])C.[K+]. (5) The reactants are: C(OC([N:8]1[CH2:13][CH2:12][C:11](=[O:14])[CH2:10][CH:9]1[CH3:15])=O)(C)(C)C.[ClH:16]. Given the product [ClH:16].[CH3:15][CH:9]1[CH2:10][C:11](=[O:14])[CH2:12][CH2:13][NH:8]1, predict the reactants needed to synthesize it.